Predict the product of the given reaction. From a dataset of Forward reaction prediction with 1.9M reactions from USPTO patents (1976-2016). (1) Given the reactants [Br:1][C:2]1[CH:16]=[CH:15][C:14]([F:17])=[CH:13][C:3]=1[O:4][C:5]1[CH:12]=[CH:11][C:8]([CH:9]=O)=[CH:7][CH:6]=1.Cl.[NH2:19][OH:20].C(=O)([O-])[O-].[Na+].[Na+], predict the reaction product. The product is: [Br:1][C:2]1[CH:16]=[CH:15][C:14]([F:17])=[CH:13][C:3]=1[O:4][C:5]1[CH:12]=[CH:11][C:8]([CH:9]=[N:19][OH:20])=[CH:7][CH:6]=1. (2) Given the reactants Br[C:2]1[CH:3]=[CH:4][C:5]2[N:9]=[C:8]([C:10]3[N:11]([CH2:23][CH3:24])[CH:12]=[C:13]([C:15]4[CH:20]=[CH:19][C:18]([Cl:21])=[CH:17][C:16]=4[Cl:22])[N:14]=3)[N:7]([CH2:25][O:26][CH2:27][CH2:28][Si:29]([CH3:32])([CH3:31])[CH3:30])[C:6]=2[CH:33]=1.C[O:35][C:36](=[O:47])[CH2:37][O:38][C:39]1[CH:44]=[CH:43][CH:42]=[C:41]([C:45]#[CH:46])[CH:40]=1, predict the reaction product. The product is: [Cl:22][C:16]1[CH:17]=[C:18]([Cl:21])[CH:19]=[CH:20][C:15]=1[C:13]1[N:14]=[C:10]([C:8]2[N:7]([CH2:25][O:26][CH2:27][CH2:28][Si:29]([CH3:32])([CH3:31])[CH3:30])[C:6]3[CH:33]=[C:2]([C:46]#[C:45][C:41]4[CH:40]=[C:39]([CH:44]=[CH:43][CH:42]=4)[O:38][CH2:37][C:36]([OH:47])=[O:35])[CH:3]=[CH:4][C:5]=3[N:9]=2)[N:11]([CH2:23][CH3:24])[CH:12]=1. (3) Given the reactants Br[C:2]1[C:10]2[O:9][CH:8]([CH2:11][O:12][S:13]([C:16]3[CH:21]=[CH:20][C:19]([CH3:22])=[CH:18][CH:17]=3)(=[O:15])=[O:14])[O:7][C:6]=2[CH:5]=[C:4]([Cl:23])[CH:3]=1.[Cl:24][C:25]1[CH:30]=[C:29]([Cl:31])[CH:28]=[CH:27][C:26]=1B(O)O, predict the reaction product. The product is: [Cl:24][C:25]1[CH:30]=[C:29]([Cl:31])[CH:28]=[CH:27][C:26]=1[C:2]1[C:10]2[O:9][CH:8]([CH2:11][O:12][S:13]([C:16]3[CH:21]=[CH:20][C:19]([CH3:22])=[CH:18][CH:17]=3)(=[O:14])=[O:15])[O:7][C:6]=2[CH:5]=[C:4]([Cl:23])[CH:3]=1. (4) Given the reactants [CH:1]1([CH2:4][N:5]2[CH2:10][CH2:9][NH:8][CH2:7][CH2:6]2)[CH2:3][CH2:2]1.Cl[C:12]1[N:17]=[CH:16][C:15]([C:18]2[CH:25]=[CH:24][C:21]([C:22]#[N:23])=[CH:20][CH:19]=2)=[CH:14][CH:13]=1, predict the reaction product. The product is: [CH:1]1([CH2:4][N:5]2[CH2:10][CH2:9][N:8]([C:12]3[N:17]=[CH:16][C:15]([C:18]4[CH:25]=[CH:24][C:21]([C:22]#[N:23])=[CH:20][CH:19]=4)=[CH:14][CH:13]=3)[CH2:7][CH2:6]2)[CH2:3][CH2:2]1. (5) Given the reactants [Cl:1][C:2]1[CH:7]=[CH:6][C:5]([C:8]2([C:11]([N:13]([CH:27]3[CH2:29][CH2:28]3)[CH:14]3[CH2:19][CH2:18][N:17](C(OC(C)(C)C)=O)[CH2:16][CH2:15]3)=[O:12])[CH2:10][CH2:9]2)=[CH:4][CH:3]=1.[C:30]([OH:36])([C:32]([F:35])([F:34])[F:33])=[O:31], predict the reaction product. The product is: [F:33][C:32]([F:35])([F:34])[C:30]([OH:36])=[O:31].[Cl:1][C:2]1[CH:3]=[CH:4][C:5]([C:8]2([C:11]([N:13]([CH:27]3[CH2:28][CH2:29]3)[CH:14]3[CH2:19][CH2:18][NH:17][CH2:16][CH2:15]3)=[O:12])[CH2:9][CH2:10]2)=[CH:6][CH:7]=1. (6) Given the reactants C([O:3][C:4](=O)/[C:5](/[F:29])=[C:6](\[C:10]1[C:19]([O:20][CH2:21][CH3:22])=[C:18]([Br:23])[C:17]2[C:16]([CH3:25])([CH3:24])[CH2:15][CH:14]=[C:13]([CH:26]([CH3:28])[CH3:27])[C:12]=2[CH:11]=1)/[CH:7]([CH3:9])[CH3:8])C.[H-].C([Al+]CC(C)C)C(C)C, predict the reaction product. The product is: [Br:23][C:18]1[C:17]2[C:16]([CH3:25])([CH3:24])[CH2:15][CH:14]=[C:13]([CH:26]([CH3:28])[CH3:27])[C:12]=2[CH:11]=[C:10](/[C:6](/[CH:7]([CH3:9])[CH3:8])=[C:5](/[F:29])\[CH2:4][OH:3])[C:19]=1[O:20][CH2:21][CH3:22]. (7) Given the reactants [F:1][C:2]([F:26])([F:25])[CH2:3][NH:4][C:5]([C:7]1([CH2:21][CH2:22][CH2:23]Br)[C:20]2[CH:19]=[CH:18][CH:17]=[CH:16][C:15]=2[O:14][C:13]2[C:8]1=[CH:9][CH:10]=[CH:11][CH:12]=2)=[O:6].[CH2:27]([N:34]1[N:43]=[CH:42][C:41]2[C:36](=[CH:37][C:38]([N:44]3[CH2:49][CH2:48][NH:47][CH2:46][CH2:45]3)=[CH:39][CH:40]=2)[C:35]1=[O:50])[C:28]1[CH:33]=[CH:32][CH:31]=[CH:30][CH:29]=1, predict the reaction product. The product is: [CH2:27]([N:34]1[N:43]=[CH:42][C:41]2[C:36](=[CH:37][C:38]([N:44]3[CH2:45][CH2:46][N:47]([CH2:23][CH2:22][CH2:21][C:7]4([C:5](=[O:6])[NH:4][CH2:3][C:2]([F:26])([F:25])[F:1])[C:20]5[CH:19]=[CH:18][CH:17]=[CH:16][C:15]=5[O:14][C:13]5[C:8]4=[CH:9][CH:10]=[CH:11][CH:12]=5)[CH2:48][CH2:49]3)=[CH:39][CH:40]=2)[C:35]1=[O:50])[C:28]1[CH:33]=[CH:32][CH:31]=[CH:30][CH:29]=1. (8) Given the reactants [C:1]([Li])(C)(C)[CH3:2].[CH3:6][CH2:7][CH2:8][CH2:9][CH2:10][CH3:11].CN(C)[CH:14]=[O:15].[O:17]1[CH2:21][CH2:20][CH2:19][CH2:18]1, predict the reaction product. The product is: [CH:8]1[C:7]2[C:1]3[CH:2]=[CH:18][CH:19]=[CH:20][C:21]=3[O:17][C:6]=2[CH:11]=[C:10]([CH:14]=[O:15])[CH:9]=1. (9) Given the reactants ClC(O[C:5]1[C:13]2[NH:12][C:11]([OH:14])=[N:10][C:9]=2[CH:8]=[CH:7][CH:6]=1)=O.[NH2:15][C:16]1[N:21]=[C:20]([CH3:22])[CH:19]=[C:18]([CH3:23])[N:17]=1.C1C[O:27][CH2:26]C1, predict the reaction product. The product is: [CH3:23][C:18]1[CH:19]=[C:20]([CH3:22])[N:21]=[C:16]([NH:15][C:26]([N:10]2[C:9]3[CH:8]=[CH:7][CH:6]=[CH:5][C:13]=3[NH:12][C:11]2=[O:14])=[O:27])[N:17]=1. (10) Given the reactants [F:1][C:2]([F:51])([CH2:44][CH2:45][CH2:46][CH2:47][CH2:48][CH2:49][CH3:50])[CH2:3][CH2:4][CH2:5][CH2:6][CH2:7][CH2:8]/[CH:9]=[CH:10]/[C@H:11]([C:21](N1[C@@H](C(C)C)C(C2C=CC=CC=2)(C2C=CC=CC=2)SC1=O)=[O:22])[C@@:12]([OH:20])([CH2:16][CH2:17][O:18][CH3:19])[C:13]([O-:15])=[O:14].[NH2:52][C@@H:53]([CH2:58][C:59]1[CH:64]=[CH:63][C:62]([O:65][CH2:66][C:67]#[C:68][CH3:69])=[CH:61][CH:60]=1)[C:54]([O:56][CH3:57])=[O:55], predict the reaction product. The product is: [CH2:66]([O:65][C:62]1[CH:61]=[CH:60][C:59]([CH2:58][C@H:53]([NH:52][C:21]([C@@H:11](/[CH:10]=[CH:9]/[CH2:8][CH2:7][CH2:6][CH2:5][CH2:4][CH2:3][C:2]([F:1])([F:51])[CH2:44][CH2:45][CH2:46][CH2:47][CH2:48][CH2:49][CH3:50])[C@@:12]([OH:20])([CH2:16][CH2:17][O:18][CH3:19])[C:13]([O:15][C:11]([CH3:21])([CH3:12])[CH3:10])=[O:14])=[O:22])[C:54]([O:56][CH3:57])=[O:55])=[CH:64][CH:63]=1)[C:67]#[C:68][CH3:69].